From a dataset of HIV replication inhibition screening data with 41,000+ compounds from the AIDS Antiviral Screen. Binary Classification. Given a drug SMILES string, predict its activity (active/inactive) in a high-throughput screening assay against a specified biological target. (1) The drug is [O-][Cl+3]([O-])([O-])O.c1ccc(-c2csc3n4ccccc4c[n+]23)cc1. The result is 0 (inactive). (2) The drug is CCOC(=O)NNC(=O)NC12CC3CC(CC(C3)C1)C2. The result is 0 (inactive). (3) The molecule is CCc1c(N=[N+]=[N-])c2ccccc2oc1=O. The result is 0 (inactive). (4) The compound is NC(=O)c1ncn(C2CCC(CP(=O)(O)O)C2)c1N. The result is 0 (inactive). (5) The compound is ON=C1C(=Cc2ccc(OCc3ccccc3)cc2)CCCC1C(NO)c1ccc(OCc2ccccc2)cc1. The result is 0 (inactive). (6) The drug is CC1(C)Oc2ccc3c(=O)cc(-c4ccccc4)oc3c2C1C(=O)O. The result is 0 (inactive).